Dataset: Full USPTO retrosynthesis dataset with 1.9M reactions from patents (1976-2016). Task: Predict the reactants needed to synthesize the given product. (1) Given the product [C:1]([NH:4][C:5]1[S:6][C:7]([C:26]([NH:28][CH3:29])=[O:27])=[C:8]([CH2:10][CH2:11][C:12]2[CH:17]=[CH:16][C:15]([NH2:18])=[CH:14][CH:13]=2)[N:9]=1)(=[O:3])[CH3:2], predict the reactants needed to synthesize it. The reactants are: [C:1]([NH:4][C:5]1[S:6][C:7]([C:26]([NH:28][CH3:29])=[O:27])=[C:8]([CH2:10][CH2:11][C:12]2[CH:17]=[CH:16][C:15]([NH:18]C(=O)OC(C)(C)C)=[CH:14][CH:13]=2)[N:9]=1)(=[O:3])[CH3:2].FC(F)(F)C(O)=O. (2) Given the product [CH2:1]([NH:8][CH:9]1[CH:13]([OH:14])[CH2:12][N:11]([C:15]2[N:24]=[C:23]3[C:18]([C:19](=[O:39])[C:20]([C:36]([OH:38])=[O:37])=[CH:21][NH:22]3)=[CH:17][C:16]=2[F:40])[CH2:10]1)[C:2]1[CH:7]=[CH:6][CH:5]=[CH:4][CH:3]=1, predict the reactants needed to synthesize it. The reactants are: [CH2:1]([NH:8][CH:9]1[CH:13]([OH:14])[CH2:12][N:11]([C:15]2[N:24]=[C:23]3[C:18]([C:19](=[O:39])[C:20]([C:36]([OH:38])=[O:37])=[CH:21][N:22]3CC3C=CC(OC)=CC=3OC)=[CH:17][C:16]=2[F:40])[CH2:10]1)[C:2]1[CH:7]=[CH:6][CH:5]=[CH:4][CH:3]=1.CO.ClCCl.Cl. (3) Given the product [OH:1][C@:2]1([CH3:23])[CH2:19][CH2:18][C@@:17]2([CH3:20])[C@@H:4]([CH2:5][CH2:6][C@@H:7]3[C@@H:16]2[CH2:15][CH2:14][C@@:12]2([CH3:13])[C@H:8]3[CH2:9][CH2:10][C@@H:11]2[CH:21]=[O:22])[CH2:3]1, predict the reactants needed to synthesize it. The reactants are: [OH:1][C@:2]1([CH3:23])[CH2:19][CH2:18][C@@:17]2([CH3:20])[C@@H:4]([CH2:5][CH2:6][C@@H:7]3[C@@H:16]2[CH2:15][CH2:14][C@@:12]2([CH3:13])[C@H:8]3[CH2:9][CH2:10][C@@H:11]2[CH2:21][OH:22])[CH2:3]1.C1C=C[NH+]=CC=1.[O-][Cr](Cl)(=O)=O.